From a dataset of Catalyst prediction with 721,799 reactions and 888 catalyst types from USPTO. Predict which catalyst facilitates the given reaction. Reactant: Br[C:2]1[CH:20]=[CH:19][C:5]([C:6]([N:8]([CH2:10][C:11]2[CH:16]=[CH:15][CH:14]=[C:13]([O:17][CH3:18])[CH:12]=2)[CH3:9])=[O:7])=[CH:4][CH:3]=1.[CH3:21][O:22][C:23]1[CH:24]=[C:25](B(O)O)[CH:26]=[CH:27][CH:28]=1. Product: [CH3:21][O:22][C:23]1[CH:28]=[C:27]([C:2]2[CH:20]=[CH:19][C:5]([C:6]([N:8]([CH2:10][C:11]3[CH:16]=[CH:15][CH:14]=[C:13]([O:17][CH3:18])[CH:12]=3)[CH3:9])=[O:7])=[CH:4][CH:3]=2)[CH:26]=[CH:25][CH:24]=1. The catalyst class is: 492.